Dataset: Reaction yield outcomes from USPTO patents with 853,638 reactions. Task: Predict the reaction yield, written as a fraction of the theoretical maximum amount of product (1.0 means a 100% yield; for example, 0.34 means a 34% yield). (1) The yield is 0.200. The catalyst is C(Cl)Cl. The reactants are [F:1][C:2]1[CH:20]=[C:19]([N+:21]([O-:23])=[O:22])[CH:18]=[CH:17][C:3]=1[O:4][C:5]1[CH:10]=[CH:9][N:8]=[C:7]2[CH:11]=[C:12]([C:14](Cl)=[O:15])[S:13][C:6]=12.[NH2:24][CH:25]1[CH2:29][CH2:28][N:27]([C:30]([O:32][C:33]([CH3:36])([CH3:35])[CH3:34])=[O:31])[CH2:26]1. The product is [F:1][C:2]1[CH:20]=[C:19]([N+:21]([O-:23])=[O:22])[CH:18]=[CH:17][C:3]=1[O:4][C:5]1[CH:10]=[CH:9][N:8]=[C:7]2[CH:11]=[C:12]([C:14]([NH:24][CH:25]3[CH2:29][CH2:28][N:27]([C:30]([O:32][C:33]([CH3:36])([CH3:35])[CH3:34])=[O:31])[CH2:26]3)=[O:15])[S:13][C:6]=12. (2) The reactants are Cl[C:2]1[C:7]2[C:8]3[CH2:14][CH2:13][CH2:12][CH2:11][C:9]=3[Se:10][C:6]=2[N:5]=[CH:4][N:3]=1.[NH2:15][C:16]1[O:17][C:18]([C:23]2[CH:28]=[CH:27][CH:26]=[CH:25][CH:24]=2)=[CH:19][C:20]=1[C:21]#[N:22].[OH-].[Na+]. The catalyst is CN(C=O)C. The product is [C:23]1([C:18]2[O:17][C:16]([NH:15][C:2]3[C:7]4[C:8]5[CH2:14][CH2:13][CH2:12][CH2:11][C:9]=5[Se:10][C:6]=4[N:5]=[CH:4][N:3]=3)=[C:20]([C:21]#[N:22])[CH:19]=2)[CH:24]=[CH:25][CH:26]=[CH:27][CH:28]=1. The yield is 0.780. (3) The reactants are [F:1][C:2]1([F:27])[CH2:7][CH2:6][CH:5]([O:8][C:9]2[CH:10]=[CH:11][C:12]3[CH2:13][N:14](C(OC(C)(C)C)=O)[CH2:15][CH2:16][O:17][C:18]=3[N:19]=2)[CH2:4][CH2:3]1.[ClH:28].C(OCC)(=O)C. No catalyst specified. The product is [ClH:28].[F:27][C:2]1([F:1])[CH2:3][CH2:4][CH:5]([O:8][C:9]2[CH:10]=[CH:11][C:12]3[CH2:13][NH:14][CH2:15][CH2:16][O:17][C:18]=3[N:19]=2)[CH2:6][CH2:7]1. The yield is 0.820. (4) The reactants are [CH:1](=O)[C:2]1[CH:7]=[CH:6][C:5]([O:8][CH3:9])=[CH:4][CH:3]=1.[C:11](#[N:15])[CH2:12][C:13]#[N:14].[CH3:16][C:17]1([CH3:25])[CH2:22][C:21](=[O:23])[CH2:20][C:19](=[O:24])[CH2:18]1. The catalyst is CCO.N1CCCCC1. The product is [NH2:14][C:13]1[O:24][C:19]2[CH2:18][C:17]([CH3:25])([CH3:16])[CH2:22][C:21](=[O:23])[C:20]=2[CH:1]([C:2]2[CH:7]=[CH:6][C:5]([O:8][CH3:9])=[CH:4][CH:3]=2)[C:12]=1[C:11]#[N:15]. The yield is 0.810. (5) The reactants are [F:1][C:2]1[CH:3]=[C:4]([CH:17]=[C:18]([F:20])[CH:19]=1)[O:5][C:6]1[CH:7]=[CH:8][C:9]([N+:14]([O-])=O)=[C:10]([CH:13]=1)[C:11]#[N:12]. The yield is 0.710. The catalyst is O1CCOCC1.[Pd]. The product is [NH2:14][C:9]1[CH:8]=[CH:7][C:6]([O:5][C:4]2[CH:17]=[C:18]([F:20])[CH:19]=[C:2]([F:1])[CH:3]=2)=[CH:13][C:10]=1[C:11]#[N:12]. (6) The reactants are [N:1]([CH2:4][CH:5]([C:10]1[CH:15]=[CH:14][C:13]([NH:16][C:17]([C:19]2[N:20]([CH2:26][O:27][CH2:28][CH2:29][Si:30]([CH3:33])([CH3:32])[CH3:31])[CH:21]=[C:22]([C:24]#[N:25])[N:23]=2)=[O:18])=[C:12]([C:34]2[CH2:39][CH2:38][CH2:37][CH2:36][CH:35]=2)[CH:11]=1)[CH2:6][N:7]=[N+]=[N-])=[N+]=[N-].O.CO.[NH4+].[Cl-]. The catalyst is C1COCC1.[Zn]. The product is [NH2:7][CH2:6][CH:5]([C:10]1[CH:15]=[CH:14][C:13]([NH:16][C:17]([C:19]2[N:20]([CH2:26][O:27][CH2:28][CH2:29][Si:30]([CH3:33])([CH3:31])[CH3:32])[CH:21]=[C:22]([C:24]#[N:25])[N:23]=2)=[O:18])=[C:12]([C:34]2[CH2:39][CH2:38][CH2:37][CH2:36][CH:35]=2)[CH:11]=1)[CH2:4][NH2:1]. The yield is 0.420.